This data is from Aqueous solubility values for 9,982 compounds from the AqSolDB database. The task is: Regression/Classification. Given a drug SMILES string, predict its absorption, distribution, metabolism, or excretion properties. Task type varies by dataset: regression for continuous measurements (e.g., permeability, clearance, half-life) or binary classification for categorical outcomes (e.g., BBB penetration, CYP inhibition). For this dataset (solubility_aqsoldb), we predict Y. (1) The drug is CC(C)=C[C@@H]1[C@@H](C(=O)OCN2C(=O)C3=C(CCCC3)C2=O)C1(C)C. The Y is -4.86 log mol/L. (2) The compound is Cc1cncc(C)c1. The Y is -0.511 log mol/L. (3) The compound is CC(C)CCCCCCCOC(=O)/C=C/C(=O)OCCCCCCCC(C)C. The Y is -6.42 log mol/L. (4) The drug is Cn1nc(S(N)(=O)=O)sc1=NS(=O)(=O)c1cccc([N+](=O)[O-])c1. The Y is -2.67 log mol/L. (5) The molecule is CCCCCCCCCCCCCCCCCCn1c(=O)c2ccc3sc4ccccc4c4ccc(c1=O)c2c34. The Y is -7.97 log mol/L. (6) The drug is CCCC(CCC)C(=O)NCCCC(=O)O. The Y is -1.50 log mol/L. (7) The molecule is S=C(SN1CCOCC1)N1CCOCC1. The Y is -3.29 log mol/L.